Dataset: Catalyst prediction with 721,799 reactions and 888 catalyst types from USPTO. Task: Predict which catalyst facilitates the given reaction. (1) Product: [CH:16]([O:6][C:5](=[O:7])[C:4]1[CH:8]=[CH:9][CH:10]=[C:2]([Br:1])[CH:3]=1)([CH3:18])[CH3:17]. Reactant: [Br:1][C:2]1[CH:3]=[C:4]([CH:8]=[CH:9][CH:10]=1)[C:5]([OH:7])=[O:6].S(=O)(=O)(O)O.[CH:16](O)([CH3:18])[CH3:17]. The catalyst class is: 6. (2) Reactant: [OH:1][C:2]1[CH:3]=[C:4]2[C:9](=[CH:10][CH:11]=1)[C:8](=[O:12])[CH2:7][CH2:6][CH2:5]2.Cl[C:14]1[CH:19]=[CH:18][CH:17]=[C:16]([C:20]([F:23])([F:22])[F:21])[N:15]=1.C(=O)([O-])[O-].[K+].[K+]. Product: [F:21][C:20]([F:23])([F:22])[C:16]1[N:15]=[C:14]([O:1][C:2]2[CH:3]=[C:4]3[C:9](=[CH:10][CH:11]=2)[C:8](=[O:12])[CH2:7][CH2:6][CH2:5]3)[CH:19]=[CH:18][CH:17]=1. The catalyst class is: 47. (3) Reactant: C=O.F[C:4](F)(F)C(O)=O.[N:10]1([C:16]2[N:21]=[CH:20][C:19]([C:22]3[S:23][C:24]4[CH:30]=[C:29]([C:31]([O:33][CH2:34][CH3:35])=[O:32])[CH:28]=[CH:27][C:25]=4[N:26]=3)=[CH:18][CH:17]=2)[CH2:15][CH2:14][NH:13][CH2:12][CH2:11]1.C([BH3-])#N.[Na+]. Product: [CH3:4][N:13]1[CH2:12][CH2:11][N:10]([C:16]2[N:21]=[CH:20][C:19]([C:22]3[S:23][C:24]4[CH:30]=[C:29]([C:31]([O:33][CH2:34][CH3:35])=[O:32])[CH:28]=[CH:27][C:25]=4[N:26]=3)=[CH:18][CH:17]=2)[CH2:15][CH2:14]1. The catalyst class is: 5. (4) Reactant: [CH:1]1([C@H:5]([NH:7][C:8]2[N:16]=[C:15]([C:17](=[N:19][OH:20])[NH2:18])[N:14]=[C:13]3[C:9]=2[N:10]([CH2:29][C@H:30]2[CH2:35][CH2:34][C@H:33]([CH3:36])[CH2:32][CH2:31]2)[C:11]([C:21]([C:23]2[CH:28]=[CH:27][CH:26]=[CH:25][CH:24]=2)=[CH2:22])=[N:12]3)[CH3:6])[CH2:4][CH2:3][CH2:2]1.[C:37](N1C=CN=C1)(N1C=CN=C1)=[O:38].N12CCCN=C1CCCCC2. Product: [CH:1]1([C@H:5]([NH:7][C:8]2[N:16]=[C:15]([C:17]3[NH:18][C:37](=[O:38])[O:20][N:19]=3)[N:14]=[C:13]3[C:9]=2[N:10]([CH2:29][C@H:30]2[CH2:35][CH2:34][C@H:33]([CH3:36])[CH2:32][CH2:31]2)[C:11]([C:21]([C:23]2[CH:28]=[CH:27][CH:26]=[CH:25][CH:24]=2)=[CH2:22])=[N:12]3)[CH3:6])[CH2:2][CH2:3][CH2:4]1. The catalyst class is: 10. (5) Reactant: [C:1]([C:5]1[N:10]=[C:9]([NH:11][C:12]2[CH:17]=[C:16](Cl)[N:15]=[N:14][C:13]=2[C:19]([NH2:21])=[O:20])[CH:8]=[CH:7][CH:6]=1)([CH3:4])([CH3:3])[CH3:2].[NH2:22][C@@H:23]1[CH2:28][CH2:27][CH2:26][CH2:25][C@@H:24]1[NH:29][C:30](=[O:36])[O:31][C:32]([CH3:35])([CH3:34])[CH3:33].CO.C(Cl)Cl. Product: [NH4+:10].[OH-:20].[C:1]([C:5]1[N:10]=[C:9]([NH:11][C:12]2[CH:17]=[C:16]([NH:22][C@@H:23]3[CH2:28][CH2:27][CH2:26][CH2:25][C@@H:24]3[NH:29][C:30](=[O:36])[O:31][C:32]([CH3:34])([CH3:33])[CH3:35])[N:15]=[N:14][C:13]=2[C:19](=[O:20])[NH2:21])[CH:8]=[CH:7][CH:6]=1)([CH3:4])([CH3:3])[CH3:2]. The catalyst class is: 37. (6) Reactant: [Cl:1][C:2]1[CH:3]=[CH:4][C:5]([O:8][CH3:9])=[N:6][CH:7]=1.C([N-]C(C)C)(C)C.[Li+].[B:18](OC(C)C)([O:23]C(C)C)[O:19]C(C)C.O. Product: [Cl:1][C:2]1[C:3]([B:18]([OH:23])[OH:19])=[CH:4][C:5]([O:8][CH3:9])=[N:6][CH:7]=1. The catalyst class is: 1.